Task: Binary Classification. Given a drug SMILES string, predict its activity (active/inactive) in a high-throughput screening assay against a specified biological target.. Dataset: Kir2.1 potassium channel HTS with 301,493 compounds (1) The molecule is S(=O)(=O)(NCc1c(OC)cccc1)c1ccc(n2nccc2)cc1. The result is 0 (inactive). (2) The drug is N(CCCC(C(Cc1ccccc1)c1ccccc1)C)(C)C. The result is 1 (active). (3) The molecule is S(=O)(=O)(N1CC(CCC1)C(=O)NCCCN(Cc1ccccc1)C)CC. The result is 0 (inactive). (4) The compound is O1CCN(C(=O)N(C2CCCC2)Cc2c3n(nnn3)c3c(c2)cc(cc3)C)CC1. The result is 0 (inactive).